This data is from Reaction yield outcomes from USPTO patents with 853,638 reactions. The task is: Predict the reaction yield, written as a fraction of the theoretical maximum amount of product (1.0 means a 100% yield; for example, 0.34 means a 34% yield). (1) The reactants are [N:1]([CH2:4][CH2:5][NH:6]C(=O)CCCCCCCCCCCCC)=[N+:2]=[N-:3].[CH3:22][C:23]1[C:28]([CH3:29])=[C:27]([CH3:30])[C:26]([CH3:31])=[C:25]([CH3:32])[C:24]=1[S:33](Cl)(=[O:35])=[O:34].N(CCN)=[N+]=[N-].C(N(CC)CC)C. The catalyst is ClCCl. The product is [N:1]([CH2:4][CH2:5][NH:6][S:33]([C:24]1[C:23]([CH3:22])=[C:28]([CH3:29])[C:27]([CH3:30])=[C:26]([CH3:31])[C:25]=1[CH3:32])(=[O:35])=[O:34])=[N+:2]=[N-:3]. The yield is 0.810. (2) The reactants are C(=O)([O-])[O-].[Ca+2].[C:6](Cl)(Cl)=[S:7].ClCCl.O.[NH2:14][C:15]1[CH:20]=[CH:19][C:18]([S:21]([NH:24][CH3:25])(=[O:23])=[O:22])=[CH:17][CH:16]=1.Cl. No catalyst specified. The product is [N:14]([C:15]1[CH:20]=[CH:19][C:18]([S:21]([NH:24][CH3:25])(=[O:23])=[O:22])=[CH:17][CH:16]=1)=[C:6]=[S:7]. The yield is 0.870. (3) The reactants are Br[C:2]1[S:6][C:5]([C:7]2[CH:12]=[CH:11][N:10]=[C:9]([NH:13][C:14]3[CH:15]=[C:16]([CH:20]([OH:22])[CH3:21])[CH:17]=[CH:18][CH:19]=3)[N:8]=2)=[CH:4][CH:3]=1.[CH3:23][C:24]1[CH:25]=[C:26]([CH:29]=[CH:30][CH:31]=1)[CH:27]=[CH2:28].CC([O-])=O.[Na+]. The catalyst is CN(C=O)C.CS(C)=O. The product is [C:24]1([CH3:23])[CH:31]=[CH:30][CH:29]=[C:26]([CH:27]=[CH:28][C:2]2[S:6][C:5]([C:7]3[CH:12]=[CH:11][N:10]=[C:9]([NH:13][C:14]4[CH:15]=[C:16]([CH:20]([OH:22])[CH3:21])[CH:17]=[CH:18][CH:19]=4)[N:8]=3)=[CH:4][CH:3]=2)[CH:25]=1. The yield is 0.0430.